From a dataset of Experimentally validated miRNA-target interactions with 360,000+ pairs, plus equal number of negative samples. Binary Classification. Given a miRNA mature sequence and a target amino acid sequence, predict their likelihood of interaction. (1) The miRNA is hsa-miR-4695-5p with sequence CAGGAGGCAGUGGGCGAGCAGG. Result: 0 (no interaction). The protein sequence of the target gene is MGNQLDRITHLNYSELPTGDPSGIEKDELRVGVAYFFSDEEEDLDERGQPDKFGVKGPPGCSPCPESPSRHHHHLLHQLVLNETQFSAFRGQECIFSKVTGGPQGADLSVYAVTALPAICEPGDLLELLWLQPATEQPAPAPHWAVYVGGGQVIHLHQGEIRQDSLYQAGAANVGRVVNSWYRYRPLVAELVVQNACGHLGLKSEEICWTNSESFAAWCRFGKREFKAGGEVPAGTQPPQQQYYLKVHLEENKVHTARFHSLEDLIREKRRIDASGRLRVLQELEDFVDDKE. (2) The miRNA is mmu-miR-505-3p with sequence CGUCAACACUUGCUGGUUUUCU. The protein sequence of the target gene is MGRRSALALAVVSALLCQVWSSGVFELKLQEFVNKKGLLGNRNCCRGGSGPPCACRTFFRVCLKHYQASVSPEPPCTYGSAVTPVLGVDSFSLPDGAGIDPAFSNPIRFPFGFTWPGTFSLIIEALHTDSPDDLATENPERLISRLTTQRHLTVGEEWSQDLHSSGRTDLRYSYRFVCDEHYYGEGCSVFCRPRDDAFGHFTCGDRGEKMCDPGWKGQYCTDPICLPGCDDQHGYCDKPGECKCRVGWQGRYCDECIRYPGCLHGTCQQPWQCNCQEGWGGLFCNQDLNYCTHHKPCRNG.... Result: 0 (no interaction). (3) The miRNA is hsa-miR-876-3p with sequence UGGUGGUUUACAAAGUAAUUCA. The protein sequence of the target gene is MAHGSVTFRDVAIDFSQEEWEFLDPAQRDLYRDVMWENYSNFISLGPSISKPDVITLLDEERKEPGMVVREGTRRYCPDLESRYRTNTLSPEKDIYEIYSFQWDIMERIKSYSLQGSIFRNDWECKSKIEGEKEQQEGYFGQVKITSEKMTTYKRHNFLTEYQIVHNGEKVYECKECRKTFIRRSTLSQHLRIHTGEKPYKCKECGQAFRQRAHLIRHHKLHTGEKPYECKECGKAFTVLQELTQHQRLHTGEKPYECKECGKAFRVHQQLARHQRIHTGEKPYECKDCGKTFRQCTHLT.... Result: 1 (interaction).